This data is from Forward reaction prediction with 1.9M reactions from USPTO patents (1976-2016). The task is: Predict the product of the given reaction. (1) The product is: [C:1]([O:5][C:6]([N:8]([C:9]([O:11][C:12]([CH3:15])([CH3:14])[CH3:13])=[O:10])[C:16]1[CH:21]=[CH:20][C:19]([C:33]2[CH2:38][CH2:37][N:36]([C:39]([O:41][C:42]([CH3:43])([CH3:44])[CH3:45])=[O:40])[CH2:35][CH:34]=2)=[CH:18][C:17]=1[Cl:24])=[O:7])([CH3:4])([CH3:3])[CH3:2]. Given the reactants [C:1]([O:5][C:6]([N:8]([C:16]1[C:17]([Cl:24])=[C:18](N)[CH:19]=[CH:20][C:21]=1Br)[C:9]([O:11][C:12]([CH3:15])([CH3:14])[CH3:13])=[O:10])=[O:7])([CH3:4])([CH3:3])[CH3:2].CC1(C)C(C)(C)OB([C:33]2[CH2:38][CH2:37][N:36]([C:39]([O:41][C:42]([CH3:45])([CH3:44])[CH3:43])=[O:40])[CH2:35][CH:34]=2)O1.C(=O)([O-])[O-].[Na+].[Na+], predict the reaction product. (2) Given the reactants [Cl:1][C:2]1[CH:3]=[C:4]2[C:9](=[CH:10][C:11]=1[Cl:12])[N:8]=[C:7]([O:13][CH3:14])[C:6]([NH:15][C:16](=[O:20])OCC)=[N:5]2.[Cl:21][C:22]1[CH:23]=[C:24]([N:28]2[CH2:33][CH2:32][NH:31][CH2:30][CH2:29]2)[CH:25]=[CH:26][CH:27]=1, predict the reaction product. The product is: [Cl:1][C:2]1[CH:3]=[C:4]2[C:9](=[CH:10][C:11]=1[Cl:12])[N:8]=[C:7]([O:13][CH3:14])[C:6]([NH:15][C:16]([N:31]1[CH2:30][CH2:29][N:28]([C:24]3[CH:25]=[CH:26][CH:27]=[C:22]([Cl:21])[CH:23]=3)[CH2:33][CH2:32]1)=[O:20])=[N:5]2. (3) Given the reactants [C:1]([C:3](=[C:7](SC)SC)[C:4]([NH2:6])=[O:5])#[N:2].[NH2:12][C:13]1[CH:18]=[CH:17][C:16]([CH3:19])=[CH:15][CH:14]=1.O.[NH2:21][NH2:22], predict the reaction product. The product is: [NH2:2][C:1]1[NH:22][N:21]=[C:7]([NH:12][C:13]2[CH:18]=[CH:17][C:16]([CH3:19])=[CH:15][CH:14]=2)[C:3]=1[C:4]([NH2:6])=[O:5]. (4) Given the reactants [NH:1]([C:4]1[CH:5]=[CH:6][C:7]([CH3:22])=[C:8]([NH:10][C:11]([C:13]2[N:17]3[CH:18]=[CH:19][CH:20]=[CH:21][C:16]3=[N:15][CH:14]=2)=[O:12])[CH:9]=1)[C:2]#[N:3].[NH2:23][OH:24], predict the reaction product. The product is: [OH:24]/[N:23]=[C:2](\[NH2:3])/[NH:1][C:4]1[CH:5]=[CH:6][C:7]([CH3:22])=[C:8]([NH:10][C:11]([C:13]2[N:17]3[CH:18]=[CH:19][CH:20]=[CH:21][C:16]3=[N:15][CH:14]=2)=[O:12])[CH:9]=1. (5) Given the reactants O/[CH:2]=[C:3]1\[CH2:4][N:5]([C:10]([O:12][C:13]([CH3:16])([CH3:15])[CH3:14])=[O:11])[CH2:6][CH2:7][C:8]\1=O.[NH2:17][NH2:18].O, predict the reaction product. The product is: [NH:17]1[C:8]2[CH2:7][CH2:6][N:5]([C:10]([O:12][C:13]([CH3:16])([CH3:15])[CH3:14])=[O:11])[CH2:4][C:3]=2[CH:2]=[N:18]1. (6) Given the reactants [Cl:1][C:2]1[CH:3]=[CH:4][C:5]([NH:8][C:9](=[O:37])[C:10]([NH:12][C@H:13]2[CH2:18][CH2:17][C@H:16]([C:19]([N:21]([CH3:23])[CH3:22])=[O:20])[CH2:15][C@H:14]2[NH:24][C:25]([C:27]2[S:28][C:29]3[CH2:30][N:31]([CH3:36])[CH2:32][CH2:33][C:34]=3[N:35]=2)=[O:26])=[O:11])=[N:6][CH:7]=1.O.[C:39]1([CH3:49])[CH:44]=[CH:43][C:42]([S:45]([OH:48])(=[O:47])=[O:46])=[CH:41][CH:40]=1, predict the reaction product. The product is: [OH2:11].[C:39]1([CH3:49])[CH:40]=[CH:41][C:42]([S:45]([OH:48])(=[O:46])=[O:47])=[CH:43][CH:44]=1.[Cl:1][C:2]1[CH:3]=[CH:4][C:5]([NH:8][C:9](=[O:37])[C:10]([NH:12][C@H:13]2[CH2:18][CH2:17][C@H:16]([C:19]([N:21]([CH3:23])[CH3:22])=[O:20])[CH2:15][C@H:14]2[NH:24][C:25]([C:27]2[S:28][C:29]3[CH2:30][N:31]([CH3:36])[CH2:32][CH2:33][C:34]=3[N:35]=2)=[O:26])=[O:11])=[N:6][CH:7]=1. (7) Given the reactants [NH2:1][C:2]1[CH:7]=[CH:6][CH:5]=[CH:4][C:3]=1[NH:8][S:9]([C:12]1[S:16][C:15]2[CH:17]=[CH:18][CH:19]=[CH:20][C:14]=2[CH:13]=1)(=[O:11])=[O:10].[Cl:21][C:22]([C:28]1[CH:29]=[CH:30][C:31]([O:38][CH3:39])=[C:32]([S:34](Cl)(=[O:36])=[O:35])[CH:33]=1)([Cl:27])[C:23]([F:26])([F:25])[F:24], predict the reaction product. The product is: [Cl:21][C:22]([C:28]1[CH:29]=[CH:30][C:31]([O:38][CH3:39])=[C:32]([S:34]([NH:1][C:2]2[CH:7]=[CH:6][CH:5]=[CH:4][C:3]=2[NH:8][S:9]([C:12]2[S:16][C:15]3[CH:17]=[CH:18][CH:19]=[CH:20][C:14]=3[CH:13]=2)(=[O:11])=[O:10])(=[O:36])=[O:35])[CH:33]=1)([Cl:27])[C:23]([F:26])([F:25])[F:24]. (8) Given the reactants [Br:1][C:2]1[CH:3]=[N:4][N:5]([C:7]2([CH2:18][CH2:19]OS(C)(=O)=O)[CH2:10][N:9]([C:11]([O:13][C:14]([CH3:17])([CH3:16])[CH3:15])=[O:12])[CH2:8]2)[CH:6]=1.[F-:25].C([N+](CCCC)(CCCC)CCCC)CCC, predict the reaction product. The product is: [Br:1][C:2]1[CH:3]=[N:4][N:5]([C:7]2([CH2:18][CH2:19][F:25])[CH2:10][N:9]([C:11]([O:13][C:14]([CH3:17])([CH3:16])[CH3:15])=[O:12])[CH2:8]2)[CH:6]=1. (9) Given the reactants [F:1][C:2]1[CH:3]=[C:4]([CH:36]=[C:37]([F:39])[CH:38]=1)[CH2:5][C@H:6]1[C@@H:10]([C@H:11]2[CH2:20][C:19]3[C:14](=[C:15]([OH:21])[CH:16]=[CH:17][CH:18]=3)[CH2:13][N:12]2[CH:22]([C:29]2[CH:34]=[CH:33][CH:32]=[CH:31][CH:30]=2)[C:23]2[CH:28]=[CH:27][CH:26]=[CH:25][CH:24]=2)[O:9][C:8](=[O:35])[NH:7]1.[CH3:40][Si](C=[N+]=[N-])(C)C, predict the reaction product. The product is: [CH:22]([N:12]1[C@@H:11]([C@H:10]2[O:9][C:8](=[O:35])[NH:7][C@H:6]2[CH2:5][C:4]2[CH:3]=[C:2]([F:1])[CH:38]=[C:37]([F:39])[CH:36]=2)[CH2:20][C:19]2[C:14](=[C:15]([O:21][CH3:40])[CH:16]=[CH:17][CH:18]=2)[CH2:13]1)([C:29]1[CH:30]=[CH:31][CH:32]=[CH:33][CH:34]=1)[C:23]1[CH:28]=[CH:27][CH:26]=[CH:25][CH:24]=1. (10) Given the reactants [H-].[Na+].[O:3]=[C:4]1[N:9]([C:10]2[CH:15]=[CH:14][CH:13]=[C:12]([C:16]([F:19])([F:18])[F:17])[CH:11]=2)[C:8]2[CH2:20][CH2:21][C:22](=[O:23])[C:7]=2[CH:6]([C:24]2[CH:31]=[CH:30][C:27]([C:28]#[N:29])=[CH:26][CH:25]=2)[NH:5]1.I[CH2:33][C:34]#[N:35], predict the reaction product. The product is: [C:34]([CH2:33][N:5]1[CH:6]([C:24]2[CH:25]=[CH:26][C:27]([C:28]#[N:29])=[CH:30][CH:31]=2)[C:7]2[C:22](=[O:23])[CH2:21][CH2:20][C:8]=2[N:9]([C:10]2[CH:15]=[CH:14][CH:13]=[C:12]([C:16]([F:17])([F:18])[F:19])[CH:11]=2)[C:4]1=[O:3])#[N:35].